This data is from Human liver microsome stability data. The task is: Regression/Classification. Given a drug SMILES string, predict its absorption, distribution, metabolism, or excretion properties. Task type varies by dataset: regression for continuous measurements (e.g., permeability, clearance, half-life) or binary classification for categorical outcomes (e.g., BBB penetration, CYP inhibition). Dataset: hlm. (1) The drug is CC1=C2C[C@H]3[C@@H](CC[C@@H]4CC(=O)CC[C@@]43C)[C@@H]2CC[C@@]2(C1)O[C@@H]1C[C@H](C)CN[C@H]1[C@H]2C. The result is 0 (unstable in human liver microsomes). (2) The result is 0 (unstable in human liver microsomes). The compound is CCN(CC)c1ccc(C=NNC(=O)Cn2c3ccccc3c(=O)c3ccccc32)c(O)c1. (3) The drug is COc1ccc2[nH]c(C(=O)N3CC(=O)N(Cc4ccccc4)[C@@H](COc4ccccc4)C3)cc2c1. The result is 0 (unstable in human liver microsomes). (4) The drug is Cc1nc2c(Cl)cccc2n1-c1cccc(Oc2cccc(S(=O)(=O)C(F)(F)F)c2)c1. The result is 1 (stable in human liver microsomes). (5) The drug is CCN(CC)CC(C)(C)CN=C(Nc1c2ccc(Cl)cc2nc2ccc(OC)nc12)c1ccccc1. The result is 0 (unstable in human liver microsomes). (6) The result is 0 (unstable in human liver microsomes). The molecule is CC(C)(C)CCN1C(=O)C(=C2NS(=O)(=O)c3c(OCc4ncon4)cccc32)C(=O)[C@@H]1C(C)(C)C.